From a dataset of Reaction yield outcomes from USPTO patents with 853,638 reactions. Predict the reaction yield, written as a fraction of the theoretical maximum amount of product (1.0 means a 100% yield; for example, 0.34 means a 34% yield). (1) The reactants are CS(C)=O.[C:5]([NH:12][C@H:13]([CH2:18][OH:19])[CH2:14][CH:15]([CH3:17])[CH3:16])([O:7][C:8]([CH3:11])([CH3:10])[CH3:9])=[O:6].CCN(CC)CC. The product is [C:5]([NH:12][C@H:13]([CH:18]=[O:19])[CH2:14][CH:15]([CH3:16])[CH3:17])([O:7][C:8]([CH3:9])([CH3:11])[CH3:10])=[O:6]. The yield is 0.990. The catalyst is C(Cl)Cl. (2) The reactants are [CH2:1]([N:8]1[CH2:12][CH2:11][CH2:10][C:9]1=[O:13])[C:2]1[CH:7]=[CH:6][CH:5]=[CH:4][CH:3]=1.[O:14]=C[C@@H]([C@H]([C@@H]([C@@H](CO)O)O)O)O. No catalyst specified. The product is [CH2:1]([N:8]1[CH2:12][CH:11]([OH:14])[CH2:10][C:9]1=[O:13])[C:2]1[CH:7]=[CH:6][CH:5]=[CH:4][CH:3]=1. The yield is 0.660. (3) The reactants are [N+:1]([C:4]1[CH:27]=[CH:26][C:25]([N:28]2[CH2:33][CH2:32][CH2:31][CH2:30][CH2:29]2)=[CH:24][C:5]=1[C:6]([NH:8][C:9]1[CH:13]=[CH:12][N:11]([C:14]2[CH:19]=[CH:18][CH:17]=[C:16]([C:20]([F:23])([F:22])[F:21])[CH:15]=2)[N:10]=1)=[O:7])([O-])=O. The catalyst is CO.C(OCC)(=O)C.[Pd]. The product is [NH2:1][C:4]1[CH:27]=[CH:26][C:25]([N:28]2[CH2:33][CH2:32][CH2:31][CH2:30][CH2:29]2)=[CH:24][C:5]=1[C:6]([NH:8][C:9]1[CH:13]=[CH:12][N:11]([C:14]2[CH:19]=[CH:18][CH:17]=[C:16]([C:20]([F:22])([F:23])[F:21])[CH:15]=2)[N:10]=1)=[O:7]. The yield is 0.710.